From a dataset of Reaction yield outcomes from USPTO patents with 853,638 reactions. Predict the reaction yield, written as a fraction of the theoretical maximum amount of product (1.0 means a 100% yield; for example, 0.34 means a 34% yield). (1) The reactants are C1CO[C:8]2[CH:7]=[CH:6][C:5]([NH:11][C:12]3[C:17]([F:18])=[CH:16][N:15]=[C:14]([NH:19][C:20]4[CH:25]=[CH:24][CH:23]=[C:22](O)C=4)[N:13]=3)=[CH:4][C:3]=2[O:2]1.Cl[C:28]1N=C(NC2C=CC=C(O)C=2)C(F)=C[N:29]=1.N1C=CC=C(CN)C=1. No catalyst specified. The product is [F:18][C:17]1[C:12]([NH:11][C:5]2[CH:6]=[CH:7][CH:8]=[C:3]([OH:2])[CH:4]=2)=[N:13][C:14]([NH:19][CH2:20][C:25]2[CH:28]=[N:29][CH:22]=[CH:23][CH:24]=2)=[N:15][CH:16]=1. The yield is 0.620. (2) The reactants are [CH3:1][C:2]1[CH:7]=[CH:6][C:5]([S:8]([NH:11][C@H:12]([C:23]([NH:25][CH2:26][CH2:27][CH2:28][CH2:29][C@H:30]([N:34]([S:39]([C:42]2[CH:47]=[CH:46][C:45]([CH3:48])=[CH:44][CH:43]=2)(=[O:41])=[O:40])[CH2:35][CH:36]([CH3:38])[CH3:37])[C:31]([OH:33])=[O:32])=[O:24])[CH2:13][C:14]2[C:22]3[C:17](=[CH:18][CH:19]=[CH:20][CH:21]=3)[NH:16][CH:15]=2)(=[O:10])=[O:9])=[CH:4][CH:3]=1.[OH:49][CH2:50][CH:51]([CH2:53]O)[OH:52].C(Cl)CCl. The catalyst is CN(C=O)C.C(O)(=O)CC(CC(O)=O)(C(O)=O)O. The product is [CH3:1][C:2]1[CH:7]=[CH:6][C:5]([S:8]([NH:11][C@H:12]([C:23]([NH:25][CH2:26][CH2:27][CH2:28][CH2:29][C@H:30]([N:34]([S:39]([C:42]2[CH:43]=[CH:44][C:45]([CH3:48])=[CH:46][CH:47]=2)(=[O:41])=[O:40])[CH2:35][CH:36]([CH3:38])[CH3:37])[C:31]([O:33][CH2:53][CH:51]([OH:52])[CH2:50][OH:49])=[O:32])=[O:24])[CH2:13][C:14]2[C:22]3[C:17](=[CH:18][CH:19]=[CH:20][CH:21]=3)[NH:16][CH:15]=2)(=[O:9])=[O:10])=[CH:4][CH:3]=1. The yield is 0.400. (3) The reactants are [NH2:1][C:2]1[NH:3][C:4](=[O:22])[C:5]2[N:11]=[C:10]([C:12]3[CH:17]=[CH:16][C:15]([O:18][CH3:19])=[C:14]([O:20][CH3:21])[CH:13]=3)[CH:9]=[CH:8][C:6]=2[N:7]=1.[C:23](O)(=[O:25])[CH3:24]. The catalyst is C(OC(=O)C)(=O)C. The product is [C:23]([NH:1][C:2]1[NH:3][C:4](=[O:22])[C:5]2[N:11]=[C:10]([C:12]3[CH:17]=[CH:16][C:15]([O:18][CH3:19])=[C:14]([O:20][CH3:21])[CH:13]=3)[CH:9]=[CH:8][C:6]=2[N:7]=1)(=[O:25])[CH3:24]. The yield is 0.770. (4) The reactants are Cl.CN(C)CCCN=C=NCC.[CH3:13][S:14]([NH2:17])(=[O:16])=[O:15].[Br:18][C:19]1[CH:20]=[C:21]([CH:25]=[CH:26][C:27]=1[I:28])[C:22](O)=[O:23]. The catalyst is CN(C)C1C=CN=CC=1. The product is [Br:18][C:19]1[CH:20]=[C:21]([CH:25]=[CH:26][C:27]=1[I:28])[C:22]([NH:17][S:14]([CH3:13])(=[O:16])=[O:15])=[O:23]. The yield is 0.434. (5) The reactants are [F:1][C:2]1[CH:3]=[C:4]([CH:8]=[CH:9][C:10]=1[O:11][C:12]1[CH:17]=[C:16]([C:18]2[NH:19][C:20]([C:23]3[S:24][CH:25]=[CH:26][N:27]=3)=[CH:21][CH:22]=2)[CH:15]=[C:14]([O:28][C@@H:29]([CH3:33])[CH2:30][O:31][CH3:32])[CH:13]=1)[C:5](O)=[O:6].[NH:34]1[CH2:38][CH2:37][CH2:36][CH2:35]1.CN(C(ON1N=NC2C=CC=NC1=2)=[N+](C)C)C.F[P-](F)(F)(F)(F)F.C(N(CC)C(C)C)(C)C. The catalyst is O1CCCC1.[Cl-].[Na+].O. The product is [F:1][C:2]1[CH:3]=[C:4]([C:5]([N:34]2[CH2:38][CH2:37][CH2:36][CH2:35]2)=[O:6])[CH:8]=[CH:9][C:10]=1[O:11][C:12]1[CH:17]=[C:16]([C:18]2[NH:19][C:20]([C:23]3[S:24][CH:25]=[CH:26][N:27]=3)=[CH:21][CH:22]=2)[CH:15]=[C:14]([O:28][C@@H:29]([CH3:33])[CH2:30][O:31][CH3:32])[CH:13]=1. The yield is 0.720. (6) The reactants are [C:1]([O:5][C:6]([N:8]([CH2:18][C:19]([O:21][C:22]([CH3:25])([CH3:24])[CH3:23])=[O:20])[C:9]1[CH:14]=[CH:13][CH:12]=[C:11]([CH:15]=[N:16]O)[N:10]=1)=[O:7])([CH3:4])([CH3:3])[CH3:2].[H][H]. The catalyst is [Pd].C(O)C. The product is [C:22]([O:21][C:19](=[O:20])[CH2:18][N:8]([C:9]1[CH:14]=[CH:13][CH:12]=[C:11]([CH2:15][NH2:16])[N:10]=1)[C:6]([O:5][C:1]([CH3:4])([CH3:3])[CH3:2])=[O:7])([CH3:23])([CH3:24])[CH3:25]. The yield is 0.940.